This data is from Catalyst prediction with 721,799 reactions and 888 catalyst types from USPTO. The task is: Predict which catalyst facilitates the given reaction. Reactant: [Cl:1][C:2]1[CH:7]=[C:6]([N+:8]([O-])=O)[CH:5]=[C:4]([Cl:11])[C:3]=1[C:12]([CH3:16])([CH3:15])[C:13]#[N:14]. Product: [NH2:8][C:6]1[CH:5]=[C:4]([Cl:11])[C:3]([C:12]([CH3:15])([CH3:16])[C:13]#[N:14])=[C:2]([Cl:1])[CH:7]=1. The catalyst class is: 458.